From a dataset of Forward reaction prediction with 1.9M reactions from USPTO patents (1976-2016). Predict the product of the given reaction. (1) Given the reactants Cl[C:2]1[C:11]2[C:6](=[CH:7][C:8]([O:14][CH3:15])=[C:9]([O:12][CH3:13])[CH:10]=2)[N:5]=[CH:4][C:3]=1[C:16]([NH2:18])=[O:17].[NH2:19][C:20]1[C:21]([CH3:29])=[C:22](C=[CH:27][CH:28]=1)C(O)=O.[C:30]([OH:33])(=[O:32])[CH3:31], predict the reaction product. The product is: [C:30]([C:31]1[CH:27]=[CH:28][C:20]([NH:19][C:2]2[C:11]3[C:6](=[CH:7][C:8]([O:14][CH3:15])=[C:9]([O:12][CH3:13])[CH:10]=3)[N:5]=[CH:4][C:3]=2[C:16]([NH2:18])=[O:17])=[C:21]([CH3:29])[CH:22]=1)([OH:33])=[O:32]. (2) Given the reactants [CH3:1][N:2]([CH3:26])[C:3]([N:5]1[C:14]2[C:9](=[CH:10][CH:11]=[CH:12][CH:13]=2)[C:8]2([CH2:19][CH2:18][N:17]([CH:20]3[CH2:25][CH2:24][NH:23][CH2:22][CH2:21]3)[CH2:16][CH2:15]2)[CH2:7][CH2:6]1)=[O:4].C(N(CC)CC)C.[C:34](Cl)(=[O:40])[O:35][CH2:36][C:37]#[C:38][CH3:39], predict the reaction product. The product is: [CH3:1][N:2]([CH3:26])[C:3]([N:5]1[C:14]2[C:9](=[CH:10][CH:11]=[CH:12][CH:13]=2)[C:8]2([CH2:15][CH2:16][N:17]([CH:20]3[CH2:25][CH2:24][N:23]([C:34]([O:35][CH2:36][C:37]#[C:38][CH3:39])=[O:40])[CH2:22][CH2:21]3)[CH2:18][CH2:19]2)[CH2:7][CH2:6]1)=[O:4]. (3) Given the reactants [CH2:1]([N:8]1[CH2:13][CH2:12][O:11][C@H:10]([CH2:14][O:15][C:16]2[CH:21]=[CH:20][C:19](Br)=[CH:18][CH:17]=2)[CH2:9]1)[C:2]1[CH:7]=[CH:6][CH:5]=[CH:4][CH:3]=1.[CH3:23][C:24]1[CH:29]=[C:28](B2OC(C)(C)C(C)(C)O2)[CH:27]=[CH:26][N:25]=1.C(=O)([O-])[O-].[K+].[K+], predict the reaction product. The product is: [CH2:1]([N:8]1[CH2:13][CH2:12][O:11][C@H:10]([CH2:14][O:15][C:16]2[CH:21]=[CH:20][C:19]([C:28]3[CH:27]=[CH:26][N:25]=[C:24]([CH3:23])[CH:29]=3)=[CH:18][CH:17]=2)[CH2:9]1)[C:2]1[CH:7]=[CH:6][CH:5]=[CH:4][CH:3]=1.